From a dataset of Forward reaction prediction with 1.9M reactions from USPTO patents (1976-2016). Predict the product of the given reaction. (1) Given the reactants [C:1]([O:5][C:6](=[O:18])[NH:7][C@H:8]1[CH2:16][C:15]2[C:10](=[CH:11][CH:12]=[C:13]([Br:17])[CH:14]=2)[CH2:9]1)([CH3:4])([CH3:3])[CH3:2].[H-].[Na+].[CH2:21](Br)[CH2:22][CH3:23], predict the reaction product. The product is: [C:1]([O:5][C:6](=[O:18])[N:7]([C@H:8]1[CH2:16][C:15]2[C:10](=[CH:11][CH:12]=[C:13]([Br:17])[CH:14]=2)[CH2:9]1)[CH2:21][CH2:22][CH3:23])([CH3:4])([CH3:2])[CH3:3]. (2) The product is: [Br:1][C:2]1[C:7]([F:8])=[CH:6][C:5]([N:9]2[C:18]3[C:13](=[CH:14][C:15]([S:19]([NH:43][C:38]4[N:39]=[CH:40][CH:41]=[CH:42][N:37]=4)(=[O:21])=[O:22])=[CH:16][CH:17]=3)[CH:12]=[CH:11][C:10]2=[O:34])=[C:4]([O:35][CH3:36])[CH:3]=1. Given the reactants [Br:1][C:2]1[C:7]([F:8])=[CH:6][C:5]([N:9]2[C:18]3[C:13](=[CH:14][C:15]([S:19]([O:22]C4C(F)=C(F)C(F)=C(F)C=4F)(=[O:21])=O)=[CH:16][CH:17]=3)[CH:12]=[CH:11][C:10]2=[O:34])=[C:4]([O:35][CH3:36])[CH:3]=1.[N:37]1[CH:42]=[CH:41][CH:40]=[N:39][C:38]=1[NH2:43].C[Si]([N-][Si](C)(C)C)(C)C.[Li+], predict the reaction product. (3) Given the reactants [C:1]([C:4]1[CH:9]=[C:8]([NH:10][C:11]([NH:13][CH2:14][CH3:15])=[O:12])[N:7]=[CH:6][C:5]=1[C:16]1[S:17][C:18]([C:27]([O:29][CH2:30][CH3:31])=[O:28])=[C:19]([C:21]2[N:26]=[CH:25][CH:24]=[CH:23][N:22]=2)[N:20]=1)(=O)[NH2:2].COC1C=CC(P2(SP(C3C=CC(OC)=CC=3)(=S)S2)=[S:41])=CC=1, predict the reaction product. The product is: [C:1]([C:4]1[CH:9]=[C:8]([NH:10][C:11]([NH:13][CH2:14][CH3:15])=[O:12])[N:7]=[CH:6][C:5]=1[C:16]1[S:17][C:18]([C:27]([O:29][CH2:30][CH3:31])=[O:28])=[C:19]([C:21]2[N:22]=[CH:23][CH:24]=[CH:25][N:26]=2)[N:20]=1)(=[S:41])[NH2:2]. (4) Given the reactants [Cl:1][C:2]1[CH:3]=[C:4]([C:12]2[O:16][N:15]=[C:14]([C:17]3[C:18]([CH3:24])=[C:19]([OH:23])[CH:20]=[CH:21][CH:22]=3)[N:13]=2)[CH:5]=[N:6][C:7]=1[O:8][CH:9]([CH3:11])[CH3:10].C1C=CC(P(C2C=CC=CC=2)C2C=CC=CC=2)=CC=1.CC(OC(/N=N/C(OC(C)C)=O)=O)C.O[CH2:59][C:60]([O:62][CH2:63][CH3:64])=[O:61], predict the reaction product. The product is: [Cl:1][C:2]1[CH:3]=[C:4]([C:12]2[O:16][N:15]=[C:14]([C:17]3[C:18]([CH3:24])=[C:19]([O:23][CH2:59][C:60]([O:62][CH2:63][CH3:64])=[O:61])[CH:20]=[CH:21][CH:22]=3)[N:13]=2)[CH:5]=[N:6][C:7]=1[O:8][CH:9]([CH3:11])[CH3:10]. (5) Given the reactants C(OC(=O)[NH:10][C:11]1[CH:16]=[CH:15][C:14]([CH2:17][C:18]2[CH:23]=[CH:22][C:21]([NH:24][C:25]([NH:27][C:28]3[CH:33]=[CH:32][CH:31]=[CH:30][CH:29]=3)=[O:26])=[CH:20][CH:19]=2)=[CH:13][CH:12]=1)C1C=CC=CC=1, predict the reaction product. The product is: [C:28]1([NH:27][C:25](=[O:26])[NH:24][C:21]2[CH:22]=[CH:23][C:18]([CH2:17][C:14]3[CH:13]=[CH:12][C:11]([NH2:10])=[CH:16][CH:15]=3)=[CH:19][CH:20]=2)[CH:33]=[CH:32][CH:31]=[CH:30][CH:29]=1. (6) Given the reactants [CH3:1][C:2]1[CH:3]=[C:4]([N:11]=[C:12]2[S:16][CH2:15][C:14]3([CH2:20][CH2:19][CH2:18][CH2:17]3)[NH:13]2)[CH:5]=[CH:6][C:7]=1[N+:8]([O-:10])=[O:9].[CH2:21](Br)[CH:22]([CH3:24])[CH3:23], predict the reaction product. The product is: [CH2:21]([N:13]1[C:14]2([CH2:17][CH2:18][CH2:19][CH2:20]2)[CH2:15][S:16][C:12]1=[N:11][C:4]1[CH:5]=[CH:6][C:7]([N+:8]([O-:10])=[O:9])=[C:2]([CH3:1])[CH:3]=1)[CH:22]([CH3:24])[CH3:23]. (7) Given the reactants [F:1][C:2]([F:34])([F:33])[CH2:3][CH2:4][CH:5]([C:17]1[CH:32]=[CH:31][C:20]([C:21]([NH:23][CH2:24][CH2:25][C:26]([O:28]CC)=[O:27])=[O:22])=[CH:19][CH:18]=1)[NH:6][C:7]1[CH:8]=[N:9][C:10]2[C:15]([CH:16]=1)=[CH:14][CH:13]=[CH:12][CH:11]=2.[OH-].[Na+], predict the reaction product. The product is: [F:34][C:2]([F:1])([F:33])[CH2:3][CH2:4][CH:5]([C:17]1[CH:32]=[CH:31][C:20]([C:21]([NH:23][CH2:24][CH2:25][C:26]([OH:28])=[O:27])=[O:22])=[CH:19][CH:18]=1)[NH:6][C:7]1[CH:8]=[N:9][C:10]2[C:15]([CH:16]=1)=[CH:14][CH:13]=[CH:12][CH:11]=2. (8) Given the reactants [Cl:1][C:2]1[CH:24]=[C:23]([Cl:25])[CH:22]=[CH:21][C:3]=1[CH2:4][O:5][C:6]1[C:11]([CH3:12])=[C:10]([OH:13])[CH:9]=[CH:8][C:7]=1/[CH:14]=[CH:15]/[C:16]([O:18][CH2:19][CH3:20])=[O:17].C(=O)([O-])[O-].[K+].[K+].[I-].[Na+].[CH3:34][O:35][CH2:36][CH2:37]Br, predict the reaction product. The product is: [Cl:1][C:2]1[CH:24]=[C:23]([Cl:25])[CH:22]=[CH:21][C:3]=1[CH2:4][O:5][C:6]1[C:11]([CH3:12])=[C:10]([O:13][CH2:37][CH2:36][O:35][CH3:34])[CH:9]=[CH:8][C:7]=1/[CH:14]=[CH:15]/[C:16]([O:18][CH2:19][CH3:20])=[O:17]. (9) Given the reactants C(OC(=O)[NH:7][C:8]1[CH:13]=[C:12]([N:14]([CH3:16])[CH3:15])[C:11]([C:17]([F:20])([F:19])[F:18])=[CH:10][C:9]=1[NH:21][C:22](=[O:39])[CH2:23][C:24]([C:26]1[CH:31]=[CH:30][CH:29]=[C:28]([C:32]2[CH:37]=[CH:36][CH:35]=[C:34]([CH3:38])[N:33]=2)[CH:27]=1)=O)(C)(C)C.C(O)(C(F)(F)F)=O, predict the reaction product. The product is: [CH3:16][N:14]([CH3:15])[C:12]1[C:11]([C:17]([F:18])([F:20])[F:19])=[CH:10][C:9]2[NH:21][C:22](=[O:39])[CH2:23][C:24]([C:26]3[CH:31]=[CH:30][CH:29]=[C:28]([C:32]4[CH:37]=[CH:36][CH:35]=[C:34]([CH3:38])[N:33]=4)[CH:27]=3)=[N:7][C:8]=2[CH:13]=1.